Predict which catalyst facilitates the given reaction. From a dataset of Catalyst prediction with 721,799 reactions and 888 catalyst types from USPTO. (1) Reactant: C([O:8][C:9]1[CH:14]=[CH:13][C:12]([C:15]2[N:19]([C:20]3[CH:25]=[CH:24][CH:23]=[CH:22][C:21]=3[O:26][CH3:27])[N:18]=[C:17]([CH:28]3[CH2:33][C:32]([CH3:35])([CH3:34])[O:31][C:30]([CH3:37])([CH3:36])[CH2:29]3)[CH:16]=2)=[CH:11][CH:10]=1)C1C=CC=CC=1. Product: [CH3:27][O:26][C:21]1[CH:22]=[CH:23][CH:24]=[CH:25][C:20]=1[N:19]1[C:15]([C:12]2[CH:13]=[CH:14][C:9]([OH:8])=[CH:10][CH:11]=2)=[CH:16][C:17]([CH:28]2[CH2:33][C:32]([CH3:35])([CH3:34])[O:31][C:30]([CH3:37])([CH3:36])[CH2:29]2)=[N:18]1. The catalyst class is: 43. (2) Reactant: Br[C:2]1[CH:7]=[CH:6][C:5]([S:8]([NH:11][CH:12]2[CH2:15][CH2:14][CH2:13]2)(=[O:10])=[O:9])=[CH:4][CH:3]=1.[C:16]([C:18]1[N:22]([CH3:23])[C:21](B(O)O)=[CH:20][CH:19]=1)#[N:17].[F-].[K+].C(P(C(C)(C)C)C(C)(C)C)(C)(C)C. Product: [C:16]([C:18]1[N:22]([CH3:23])[C:21]([C:2]2[CH:7]=[CH:6][C:5]([S:8]([NH:11][CH:12]3[CH2:15][CH2:14][CH2:13]3)(=[O:10])=[O:9])=[CH:4][CH:3]=2)=[CH:20][CH:19]=1)#[N:17]. The catalyst class is: 110. (3) Reactant: [ClH:1].[NH2:2][C@@H:3]([C:8]1[CH:13]=[CH:12][CH:11]=[CH:10][CH:9]=1)[C:4]([O:6][CH3:7])=[O:5].[P:14](Cl)(Cl)(=[O:26])[O:15][C:16]1[C:25]2[C:20](=[CH:21][CH:22]=[CH:23][CH:24]=2)[CH:19]=[CH:18][CH:17]=1. Product: [Cl:1][C:17]1[CH:18]=[CH:19][C:20]2[C:25](=[CH:24][CH:23]=[CH:22][CH:21]=2)[C:16]=1[O:15][P:14](=[N:2][C@@H:3]([C:8]1[CH:13]=[CH:12][CH:11]=[CH:10][CH:9]=1)[C:4]([O:6][CH3:7])=[O:5])=[O:26]. The catalyst class is: 2. (4) Reactant: [C:1]([O:5][C:6](=[O:35])[NH:7][C:8]1([C:12]2[CH:17]=[CH:16][C:15]([C:18]3[C:27]([C:28]4[CH:33]=[CH:32][CH:31]=[CH:30][CH:29]=4)=[CH:26][C:25]4[C:20](=[CH:21][CH:22]=[N:23][C:24]=4Cl)[N:19]=3)=[CH:14][CH:13]=2)[CH2:11][CH2:10][CH2:9]1)([CH3:4])([CH3:3])[CH3:2].[NH2:36][NH2:37]. Product: [C:1]([O:5][C:6](=[O:35])[NH:7][C:8]1([C:12]2[CH:17]=[CH:16][C:15]([C:18]3[C:27]([C:28]4[CH:33]=[CH:32][CH:31]=[CH:30][CH:29]=4)=[CH:26][C:25]4[C:20](=[CH:21][CH:22]=[N:23][C:24]=4[NH:36][NH2:37])[N:19]=3)=[CH:14][CH:13]=2)[CH2:11][CH2:10][CH2:9]1)([CH3:4])([CH3:3])[CH3:2]. The catalyst class is: 12. (5) Reactant: [N:1]1([CH2:6][CH2:7][CH2:8][O:9][C:10]2[CH:44]=[CH:43][C:13]([CH2:14][CH2:15][C:16]3[CH:21]=[CH:20][C:19]([F:22])=[CH:18][C:17]=3[C:23]3[N:28]=[C:27]([N:29]4[C:33]([C:34]([F:37])([F:36])[F:35])=[C:32]([C:38]([O:40]CC)=[O:39])[CH:31]=[N:30]4)[CH:26]=[CH:25][CH:24]=3)=[C:12]([CH3:45])[CH:11]=2)[CH:5]=[CH:4][CH:3]=[N:2]1.[OH-].[Li+].C(O)(=O)CC(CC(O)=O)(C(O)=O)O. Product: [N:1]1([CH2:6][CH2:7][CH2:8][O:9][C:10]2[CH:44]=[CH:43][C:13]([CH2:14][CH2:15][C:16]3[CH:21]=[CH:20][C:19]([F:22])=[CH:18][C:17]=3[C:23]3[N:28]=[C:27]([N:29]4[C:33]([C:34]([F:37])([F:35])[F:36])=[C:32]([C:38]([OH:40])=[O:39])[CH:31]=[N:30]4)[CH:26]=[CH:25][CH:24]=3)=[C:12]([CH3:45])[CH:11]=2)[CH:5]=[CH:4][CH:3]=[N:2]1. The catalyst class is: 40. (6) The catalyst class is: 843. Reactant: [Cl:1][C:2]1[CH:3]=[CH:4][C:5]2[C:11](=[O:12])[NH:10][C:9]3[CH:13]=[C:14]([CH2:17][CH2:18][OH:19])[CH:15]=[CH:16][C:8]=3[NH:7][C:6]=2[CH:20]=1.C(N(CC)CC)C.[CH3:28][S:29](Cl)(=[O:31])=[O:30]. Product: [CH3:28][S:29]([O:19][CH2:18][CH2:17][C:14]1[CH:15]=[CH:16][C:8]2[NH:7][C:6]3[CH:20]=[C:2]([Cl:1])[CH:3]=[CH:4][C:5]=3[C:11](=[O:12])[NH:10][C:9]=2[CH:13]=1)(=[O:31])=[O:30]. (7) Reactant: [H-].[Na+].[OH:3][C@@H:4]1[CH2:8][CH2:7][N:6]([C:9]([C:11]2[S:19][C:18]3[C:13](=[N:14][CH:15]=[CH:16][C:17]=3[Cl:20])[CH:12]=2)=[O:10])[CH2:5]1.[CH3:21]I.[C-]#N.[K+]. Product: [Cl:20][C:17]1[CH:16]=[CH:15][N:14]=[C:13]2[CH:12]=[C:11]([C:9]([N:6]3[CH2:7][CH2:8][C@@H:4]([O:3][CH3:21])[CH2:5]3)=[O:10])[S:19][C:18]=12. The catalyst class is: 1. (8) Product: [Cl:1][C:2]1[N:7]2[CH:8]=[CH:9][N:10]=[C:6]2[C:5]([O:11][CH2:12][C@@H:13]2[CH2:18][CH2:17][CH2:16][N:15]([CH2:19][CH3:35])[CH2:14]2)=[N:4][C:3]=1[C:26]1[CH:31]=[CH:30][C:29]([C:32]#[N:33])=[CH:28][CH:27]=1. Reactant: [Cl:1][C:2]1[N:7]2[CH:8]=[CH:9][N:10]=[C:6]2[C:5]([O:11][CH2:12][C@@H:13]2[CH2:18][CH2:17][CH2:16][N:15]([C:19](OC(C)(C)C)=O)[CH2:14]2)=[N:4][C:3]=1[C:26]1[CH:31]=[CH:30][C:29]([C:32]#[N:33])=[CH:28][CH:27]=1.F[C:35](F)(F)C(O)=O.C(=O)C.C(O[BH-](OC(=O)C)OC(=O)C)(=O)C.[Na+]. The catalyst class is: 2.